The task is: Predict which catalyst facilitates the given reaction.. This data is from Catalyst prediction with 721,799 reactions and 888 catalyst types from USPTO. (1) Reactant: I[C:2]1[C:7]([O:8][C:9]2[C:18]3[C:13](=[CH:14][C:15]([O:21][CH3:22])=[C:16]([O:19][CH3:20])[CH:17]=3)[N:12]=[CH:11][CH:10]=2)=[CH:6][CH:5]=[C:4]([CH3:23])[N:3]=1.[Cl:24][C:25]1[CH:30]=[CH:29][CH:28]=[C:27]([Cl:31])[C:26]=1B(O)O.C(=O)([O-])O.[Na+]. Product: [Cl:24][C:25]1[CH:30]=[CH:29][CH:28]=[C:27]([Cl:31])[C:26]=1[C:2]1[C:7]([O:8][C:9]2[C:18]3[C:13](=[CH:14][C:15]([O:21][CH3:22])=[C:16]([O:19][CH3:20])[CH:17]=3)[N:12]=[CH:11][CH:10]=2)=[CH:6][CH:5]=[C:4]([CH3:23])[N:3]=1. The catalyst class is: 11. (2) Reactant: Br[C:2]1[CH:20]=[CH:19][C:5]2[N:6]([CH2:14][CH2:15][N:16]([CH3:18])[CH3:17])[C:7]([CH2:9][C:10]([CH3:13])([CH3:12])[CH3:11])=[N:8][C:4]=2[CH:3]=1.[SH:21][CH2:22][CH:23]1[CH2:28][CH2:27][N:26]([C:29]([O:31][C:32]([CH3:35])([CH3:34])[CH3:33])=[O:30])[CH2:25][CH2:24]1.C1(P(C2C=CC=CC=2)C2C3OC4C(=CC=CC=4P(C4C=CC=CC=4)C4C=CC=CC=4)C(C)(C)C=3C=CC=2)C=CC=CC=1.C(N(CC)C(C)C)(C)C. Product: [CH3:17][N:16]([CH3:18])[CH2:15][CH2:14][N:6]1[C:5]2[CH:19]=[CH:20][C:2]([S:21][CH2:22][CH:23]3[CH2:28][CH2:27][N:26]([C:29]([O:31][C:32]([CH3:35])([CH3:34])[CH3:33])=[O:30])[CH2:25][CH2:24]3)=[CH:3][C:4]=2[N:8]=[C:7]1[CH2:9][C:10]([CH3:13])([CH3:12])[CH3:11]. The catalyst class is: 62. (3) Reactant: C(=O)([O-])[O-].[K+].[K+].C[Si](C)(C)[C:9]#[C:10][C:11]([C:13]1[C:17]2[CH:18]=[N:19][CH:20]=[CH:21][C:16]=2[N:15](C(OC(C)(C)C)=O)[CH:14]=1)=O.C(=O)(O)O.[C:35]1([NH:41][C:42]([NH2:44])=[NH:43])[CH:40]=[CH:39][CH:38]=[CH:37][CH:36]=1.O. Product: [C:35]1([NH:41][C:42]2[N:44]=[C:11]([C:13]3[C:17]4[CH:18]=[N:19][CH:20]=[CH:21][C:16]=4[NH:15][CH:14]=3)[CH:10]=[CH:9][N:43]=2)[CH:40]=[CH:39][CH:38]=[CH:37][CH:36]=1. The catalyst class is: 141. (4) Reactant: [F:1][C:2]1[CH:20]=[CH:19][C:5]([CH2:6][NH:7][C@H:8]2[C@H:13]3[O:14][C@H:10]([CH2:11][CH2:12]3)[C@H:9]2[C:15]([O:17][CH3:18])=[O:16])=[CH:4][CH:3]=1.C([O:23][C:24](=O)[CH2:25][C:26]1[N:27]=[S:28]([CH3:40])(=[O:39])[C:29]2[CH:35]=[C:34]([N+:36]([O-:38])=[O:37])[CH:33]=[CH:32][C:30]=2[N:31]=1)C.C(N(CC)CC)C. Product: [CH3:18][O:17][C:15]([CH:9]1[CH:8]([N:7]([CH2:6][C:5]2[CH:4]=[CH:3][C:2]([F:1])=[CH:20][CH:19]=2)[C:24](=[O:23])[CH2:25][C:26]2[N:27]=[S:28]([CH3:40])(=[O:39])[C:29]3[CH:35]=[C:34]([N+:36]([O-:38])=[O:37])[CH:33]=[CH:32][C:30]=3[N:31]=2)[CH:13]2[O:14][CH:10]1[CH2:11][CH2:12]2)=[O:16]. The catalyst class is: 11.